From a dataset of Reaction yield outcomes from USPTO patents with 853,638 reactions. Predict the reaction yield, written as a fraction of the theoretical maximum amount of product (1.0 means a 100% yield; for example, 0.34 means a 34% yield). The reactants are [C:1]([CH:4]([C:13]([O:15][CH2:16][CH3:17])=[O:14])[CH2:5][CH:6]=[CH:7][C:8]([O:10][CH2:11][CH3:12])=[O:9])(=[O:3])[CH3:2].[CH3:18][O:19][C:20]1[CH:25]=[CH:24][CH:23]=[CH:22][C:21]=1/[CH:26]=[CH:27]/[N+:28]([O-:30])=[O:29]. The catalyst is C(OCC)C. The product is [CH2:11]([O:10][C:8]([CH2:7][C@@H:6]1[CH2:5][C@@:4]([C:1](=[O:3])[CH3:2])([C:13]([O:15][CH2:16][CH3:17])=[O:14])[C@@H:26]([C:21]2[CH:22]=[CH:23][CH:24]=[CH:25][C:20]=2[O:19][CH3:18])[C@@H:27]1[N+:28]([O-:30])=[O:29])=[O:9])[CH3:12]. The yield is 0.810.